Predict the product of the given reaction. From a dataset of Forward reaction prediction with 1.9M reactions from USPTO patents (1976-2016). (1) Given the reactants [OH-].[Li+].[NH2:3][C:4]([NH:6][C:7]1[S:8][C:9]([C:13]2[CH:22]=[CH:21][C:16]([C:17]([O:19]C)=[O:18])=[CH:15][CH:14]=2)=[C:10]([CH3:12])[N:11]=1)=[NH:5], predict the reaction product. The product is: [NH2:5][C:4]([NH:6][C:7]1[S:8][C:9]([C:13]2[CH:22]=[CH:21][C:16]([C:17]([OH:19])=[O:18])=[CH:15][CH:14]=2)=[C:10]([CH3:12])[N:11]=1)=[NH:3]. (2) Given the reactants Cl[C:2]1[N:7]=[CH:6][N:5]=[C:4]([NH:8][CH:9]2[CH2:13][CH2:12][N:11](C(OC(C)(C)C)=O)[CH2:10]2)[CH:3]=1.[Cl:21][C:22]1[CH:23]=[C:24]([CH:26]=[CH:27][C:28]=1[F:29])[NH2:25], predict the reaction product. The product is: [Cl:21][C:22]1[CH:23]=[C:24]([NH:25][C:2]2[CH:3]=[C:4]([NH:8][CH:9]3[CH2:13][CH2:12][NH:11][CH2:10]3)[N:5]=[CH:6][N:7]=2)[CH:26]=[CH:27][C:28]=1[F:29]. (3) Given the reactants [NH2:1][C:2]1[C:11]2[N:12]=[C:13]([CH2:31][CH2:32][O:33][CH3:34])[N:14]([CH2:15][CH2:16][CH2:17][NH:18][CH2:19][C:20]3[CH:25]=[CH:24][C:23]([CH2:26][C:27]([O:29][CH3:30])=[O:28])=[CH:22][CH:21]=3)[C:10]=2[C:9]2[CH:8]=[CH:7][CH:6]=[CH:5][C:4]=2[N:3]=1.Cl.Cl[CH2:37][CH2:38][CH2:39][N:40]1[CH2:45][CH2:44][O:43][CH2:42][CH2:41]1.C([O-])([O-])=O.[K+].[K+].[I-].[Na+], predict the reaction product. The product is: [NH2:1][C:2]1[C:11]2[N:12]=[C:13]([CH2:31][CH2:32][O:33][CH3:34])[N:14]([CH2:15][CH2:16][CH2:17][N:18]([CH2:19][C:20]3[CH:21]=[CH:22][C:23]([CH2:26][C:27]([O:29][CH3:30])=[O:28])=[CH:24][CH:25]=3)[CH2:37][CH2:38][CH2:39][N:40]3[CH2:45][CH2:44][O:43][CH2:42][CH2:41]3)[C:10]=2[C:9]2[CH:8]=[CH:7][CH:6]=[CH:5][C:4]=2[N:3]=1. (4) Given the reactants [F:1][C:2]1[CH:3]=[C:4]([C:9](=O)[CH2:10][C:11]2[CH:16]=[CH:15][CH:14]=[CH:13][CH:12]=2)[CH:5]=[C:6]([F:8])[CH:7]=1.[CH2:18]([O:20][C:21]1[CH:22]=[C:23]([CH:26]=[C:27]([N+:30]([O-:32])=[O:31])[C:28]=1[OH:29])[CH:24]=O)[CH3:19].[NH2:33][C:34]([NH2:36])=[O:35].Cl, predict the reaction product. The product is: [F:1][C:2]1[CH:3]=[C:4]([C:9]2[NH:36][C:34](=[O:35])[NH:33][CH:24]([C:23]3[CH:26]=[C:27]([N+:30]([O-:32])=[O:31])[C:28]([OH:29])=[C:21]([O:20][CH2:18][CH3:19])[CH:22]=3)[C:10]=2[C:11]2[CH:16]=[CH:15][CH:14]=[CH:13][CH:12]=2)[CH:5]=[C:6]([F:8])[CH:7]=1.